This data is from Catalyst prediction with 721,799 reactions and 888 catalyst types from USPTO. The task is: Predict which catalyst facilitates the given reaction. Reactant: [F:1][C:2]1[CH:11]=[C:10]([C:12](=O)[CH3:13])[C:9]([C:15]2[CH:20]=[CH:19][CH:18]=[C:17]([F:21])[CH:16]=2)=[C:8]2[C:3]=1[CH:4]=[CH:5][CH:6]=[N:7]2.C([O-])(=O)C.[NH4+:26].[Na].O1CCCC1. Product: [F:1][C:2]1[CH:11]=[C:10]([CH:12]([NH2:26])[CH3:13])[C:9]([C:15]2[CH:20]=[CH:19][CH:18]=[C:17]([F:21])[CH:16]=2)=[C:8]2[C:3]=1[CH:4]=[CH:5][CH:6]=[N:7]2. The catalyst class is: 449.